From a dataset of Peptide-MHC class II binding affinity with 134,281 pairs from IEDB. Regression. Given a peptide amino acid sequence and an MHC pseudo amino acid sequence, predict their binding affinity value. This is MHC class II binding data. (1) The peptide sequence is GLAVLRKVKRVVASL. The MHC is HLA-DQA10501-DQB10302 with pseudo-sequence HLA-DQA10501-DQB10302. The binding affinity (normalized) is 0.161. (2) The peptide sequence is EGKPTEKHIQIRSTN. The MHC is DRB1_0301 with pseudo-sequence DRB1_0301. The binding affinity (normalized) is 0. (3) The MHC is DRB3_0101 with pseudo-sequence DRB3_0101. The binding affinity (normalized) is 0.594. The peptide sequence is SCWRGDSNWAQNRMK. (4) The peptide sequence is EVQKVSQPATGAATV. The MHC is HLA-DQA10102-DQB10502 with pseudo-sequence HLA-DQA10102-DQB10502. The binding affinity (normalized) is 0. (5) The peptide sequence is PVIVADDLTAAINKG. The MHC is DRB1_1302 with pseudo-sequence DRB1_1302. The binding affinity (normalized) is 0.376.